From a dataset of Experimentally validated miRNA-target interactions with 360,000+ pairs, plus equal number of negative samples. Binary Classification. Given a miRNA mature sequence and a target amino acid sequence, predict their likelihood of interaction. (1) The miRNA is hsa-miR-133a-5p with sequence AGCUGGUAAAAUGGAACCAAAU. The protein sequence of the target gene is MASVIPASNRSMRSDRNTYVGKRFVHVKNPYLDLMDEDILYHLDLGTKTHNLPAMFGDVKFVCVGGSPNRMKAFALFMHKELGFEEAEEDIKDICAGTDRYCMYKTGPVLAISHGMGIPSISIMLHELIKLLHHARCCDVTIIRIGTSGGIGIAPGTVVITDIAVDSFFKPRFEQVILDNIVTRSTELDKELSEELFNCSKEIPNFPTLVGHTMCTYDFYEGQGRLDGALCSFSREKKLDYLKRAFKAGVRNIEMESTVFAAMCGLCGLKAAVVCVTLLDRLDCDQINLPHDVLVEYQQR.... Result: 0 (no interaction). (2) The miRNA is hsa-miR-892a with sequence CACUGUGUCCUUUCUGCGUAG. The protein sequence of the target gene is MAHSKTRTNDGKITYPPGVKEISDKISKEEMVRRLKMVVKTFMDMDQDSEEEKELYLNLALHLASDFFLKHPDKDVRLLVACCLADIFRIYAPEAPYTSPDKLKDIFMFITRQLKGLEDTKSPQFNRYFYLLENIAWVKSYNICFELEDSNEIFTQLYRTLFSVINNGHNQKVHMHMVDLMSSIICEGDTVSQELLDTVLVNLVPAHKNLNKQAYDLAKALLKRTAQAIEPYITNFFNQVLMLGKTSISDLSEHVFDLILELYNIDSHLLLSVLPQLEFKLKSNDNEERLQVVKLLAKMF.... Result: 0 (no interaction). (3) The miRNA is hsa-miR-3910 with sequence AAAGGCAUAAAACCAAGACA. The protein sequence of the target gene is MSSKQEIMSDQRFRRVAKDPRFWEMPEKDRKVKIDKRFRAMFHDKKFKLNYAVDKRGRPISHSTTEDLKRFYDLSDSDSNLSGEDSKALSQKKIKKKKTQTKKEIDSKNLVEKKKETKKANHKGSENKTDLDNSIGIKKMKTSCKFKIDSNISPKKDSKEFTQKNKKEKKNIVQHTTDSSLEEKQRTLDSGTSEIVKSPRIECSKTRREMQSVVQLIMTRDSDGYENSTDGEMCDKDALEEDSESVSEIGSDEESENEITSVGRASGDDDGSEDDEEEDEDEEEDEDEDSEDDDKSDSGP.... Result: 0 (no interaction). (4) The miRNA is hsa-miR-192-5p with sequence CUGACCUAUGAAUUGACAGCC. The protein sequence of the target gene is MSVAFAAPRQRGKGEITPAAIQKMLDDNNHLIQCIMDSQNKGKTSECSQYQQMLHTNLVYLATIADSNQNMQSLLPAPPTQNMPMGPGGMNQSGPPPPPRSHNMPSDGMVGGGPPAPHMQNQMNGQMPGPNHMPMQGPGPNQLNMTNSSMNMPSSSHGSMGGYNHSVPSSQSMPVQNQMTMSQGQPMGNYGPRPNMSMQPNQGPMMHQQPPSQQYNMPQGGGQHYQGQQPPMGMMGQVNQGNHMMGQRQIPPYRPPQQGPPQQYSGQEDYYGDQYSHGGQGPPEGMNQQYYPDGHNDYGY.... Result: 1 (interaction). (5) The miRNA is hsa-miR-95-5p with sequence UCAAUAAAUGUCUGUUGAAUU. The protein sequence of the target gene is MWKSVVGHDVSVSVETQGDDWDTDPDFVNDISEKEQRWGAKTIEGSGRTEHINIHQLRNKVSEEHDVLRKKEMESGPKASHGYGGRFGVERDRMDKSAVGHEYVAEVEKHSSQTDAAKGFGGKYGVERDRADKSAVGFDYKGEVEKHTSQKDYSRGFGGRYGVEKDKWDKAALGYDYKGETEKHESQRDYAKGFGGQYGIQKDRVDKSAVGFNEMEAPTTAYKKTTPIEAASSGTRGLKAKFESMAEEKRKREEEEKAQQVARRQQERKAVTKRSPEAPQPVIAMEEPAVPAPLPKKISS.... Result: 0 (no interaction). (6) The miRNA is mmu-miR-7033-5p with sequence UCUCCAGGAGUCUGAGGGGCAGG. The protein sequence of the target gene is MHNLTLFESGGDNVSCGGSSLGCPNGSSLAPLPLPQPLAVAVPVVYGVICAVGLAGNSAVLYVLLRTPRMKTVTNVFILNLAIADELFTLVLPINIADFLLRRWPFGEVMCKLIVAVDQYNTFSSLYFLAVMSADRYLVVLATAESRRVSGRTYGAARAVSLAVWALVTLVVLPFAVFARLDEEQGRRQCVLVFPQPEAFWWRASRLYTLVLGFAIPVTTICALYTTLLCRLRAIQLDSHAKALDRAKKRVTLLVAAILAVCLLCWTPYHLSTIVALTTDLPQTPLVIGISYFITSLSYA.... Result: 1 (interaction). (7) The miRNA is mmu-miR-26a-5p with sequence UUCAAGUAAUCCAGGAUAGGCU. The protein sequence of the target gene is MRRKEKRLLQAVALALAALVLLPNVGLWALYRERQPDGSPGGLGAAVAPAAVQELHSRQKKTFFLGAEQRLKDWHNKEAIRRDAQRVGYGEQGKPYPMTDAERVDQAYRENGFNIYVSDKISLNRSLPDIRHPNCNSKLYLETLPNTSIIIPFHNEGWSSLLRTVHSVLNRSPPELVAEIVLVDDFSDREHLKKPLEDYMALFPSVRILRTKKREGLIRTRMLGASAATGDVVTFLDSHCEANVNWLPPLLDRIARNRKTIVCPMIDVIDHDDFRYETQAGDAMRGAFDWEMYYKRIPIP.... Result: 1 (interaction). (8) The miRNA is hsa-miR-6124 with sequence GGGAAAAGGAAGGGGGAGGA. The protein sequence of the target gene is MALGRTGAGAAVRARLALGLALASILSGPPAAACPTKCTCSAASVDCHGLGLRAVPRGIPRNAERLDLDRNNITRITKMDFAGLKNLRVLHLEDNQVSIIERGAFQDLKQLERLRLNKNKLQVLPELLFQSTPKLTRLDLSENQIQGIPRKAFRGVTGVKNLQLDNNHISCIEDGAFRALRDLEILTLNNNNISRILVTSFNHMPKIRTLRLHSNHLYCDCHLAWLSDWLRQRRTIGQFTLCMAPVHLRGFSVADVQKKEYVCPGPHSEAPACNANSLSCPSACSCSNNIVDCRGKGLTE.... Result: 0 (no interaction).